This data is from Full USPTO retrosynthesis dataset with 1.9M reactions from patents (1976-2016). The task is: Predict the reactants needed to synthesize the given product. Given the product [C:1]([CH:3]1[CH2:5][CH:4]1[C:6]([N:20]([O:21][CH3:22])[CH3:19])=[O:8])#[N:2], predict the reactants needed to synthesize it. The reactants are: [C:1]([CH:3]1[CH2:5][CH:4]1[C:6]([O:8]CC)=O)#[N:2].[OH-].[Na+].Cl.S(Cl)(Cl)=O.Cl.[CH3:19][NH:20][O:21][CH3:22].C(N(CC)CC)C.